This data is from NCI-60 drug combinations with 297,098 pairs across 59 cell lines. The task is: Regression. Given two drug SMILES strings and cell line genomic features, predict the synergy score measuring deviation from expected non-interaction effect. (1) Synergy scores: CSS=3.94, Synergy_ZIP=-2.73, Synergy_Bliss=-2.17, Synergy_Loewe=-13.5, Synergy_HSA=-2.84. Drug 2: CN1C(=O)N2C=NC(=C2N=N1)C(=O)N. Drug 1: CN1CCC(CC1)COC2=C(C=C3C(=C2)N=CN=C3NC4=C(C=C(C=C4)Br)F)OC. Cell line: PC-3. (2) Drug 1: CC1=CC2C(CCC3(C2CCC3(C(=O)C)OC(=O)C)C)C4(C1=CC(=O)CC4)C. Drug 2: CNC(=O)C1=NC=CC(=C1)OC2=CC=C(C=C2)NC(=O)NC3=CC(=C(C=C3)Cl)C(F)(F)F. Cell line: UO-31. Synergy scores: CSS=24.3, Synergy_ZIP=-13.9, Synergy_Bliss=-14.8, Synergy_Loewe=-16.1, Synergy_HSA=-16.1. (3) Drug 1: CC1=C(C(CCC1)(C)C)C=CC(=CC=CC(=CC(=O)O)C)C. Drug 2: CS(=O)(=O)CCNCC1=CC=C(O1)C2=CC3=C(C=C2)N=CN=C3NC4=CC(=C(C=C4)OCC5=CC(=CC=C5)F)Cl. Cell line: CCRF-CEM. Synergy scores: CSS=-12.8, Synergy_ZIP=5.83, Synergy_Bliss=-2.58, Synergy_Loewe=-15.5, Synergy_HSA=-14.1. (4) Drug 1: CN1C(=O)N2C=NC(=C2N=N1)C(=O)N. Drug 2: C(CC(=O)O)C(=O)CN.Cl. Cell line: SNB-75. Synergy scores: CSS=3.12, Synergy_ZIP=-1.99, Synergy_Bliss=0.482, Synergy_Loewe=1.21, Synergy_HSA=1.49. (5) Drug 1: CC(CN1CC(=O)NC(=O)C1)N2CC(=O)NC(=O)C2. Drug 2: N.N.Cl[Pt+2]Cl. Cell line: MALME-3M. Synergy scores: CSS=12.1, Synergy_ZIP=-0.361, Synergy_Bliss=2.23, Synergy_Loewe=-1.09, Synergy_HSA=-0.890.